Dataset: Catalyst prediction with 721,799 reactions and 888 catalyst types from USPTO. Task: Predict which catalyst facilitates the given reaction. Reactant: [Cl:1][CH2:2][C:3](Cl)=[O:4].[CH3:6][Si:7]([CH3:22])([CH3:21])[O:8][C@H:9]1[CH2:13][NH:12][C@H:11]([C:14]([O:16][Si:17]([CH3:20])([CH3:19])[CH3:18])=[O:15])[CH2:10]1.C(N(C(C)C)CC)(C)C. Product: [Cl:1][CH2:2][C:3]([N:12]1[CH2:13][C@H:9]([O:8][Si:7]([CH3:21])([CH3:22])[CH3:6])[CH2:10][C@H:11]1[C:14]([O:16][Si:17]([CH3:20])([CH3:19])[CH3:18])=[O:15])=[O:4]. The catalyst class is: 4.